From a dataset of Full USPTO retrosynthesis dataset with 1.9M reactions from patents (1976-2016). Predict the reactants needed to synthesize the given product. (1) Given the product [CH2:23]([O:22][C:20]([N:18]([CH3:19])[C:8]1([C:6]([OH:5])=[O:7])[CH2:17][CH2:16][C:15]2[C:10](=[C:11]([O:27][CH3:28])[CH:12]=[CH:13][CH:14]=2)[CH2:9]1)=[O:21])[CH:24]([CH3:25])[CH3:26], predict the reactants needed to synthesize it. The reactants are: C([O:5][C:6]([C:8]1([N:18]([C:20]([O:22][CH2:23][CH:24]([CH3:26])[CH3:25])=[O:21])[CH3:19])[CH2:17][CH2:16][C:15]2[C:10](=[CH:11][CH:12]=[CH:13][CH:14]=2)[CH2:9]1)=[O:7])(C)(C)C.[O:27]1CCOC[CH2:28]1. (2) Given the product [CH3:8][O:7][C:1]1[CH:6]=[CH:5][C:4]([C:14](=[O:16])[CH3:15])=[CH:3][CH:2]=1, predict the reactants needed to synthesize it. The reactants are: [C:1]1([O:7][CH3:8])[CH:6]=[CH:5][CH:4]=[CH:3][CH:2]=1.C(=O)([O-])O.[Na+].[C:14](O)(=[O:16])[CH3:15]. (3) Given the product [NH:12]1[C:13]2[C:18](=[CH:17][CH:16]=[CH:15][CH:14]=2)[C:10](/[CH:9]=[CH:8]/[C:4]2[C:3]3[O:19][C:26]([C:22]4[N:21]([CH3:20])[CH:25]=[CH:24][CH:23]=4)=[N:1][C:2]=3[CH:7]=[CH:6][CH:5]=2)=[N:11]1, predict the reactants needed to synthesize it. The reactants are: [NH2:1][C:2]1[CH:7]=[CH:6][CH:5]=[C:4](/[CH:8]=[CH:9]/[C:10]2[C:18]3[C:13](=[CH:14][CH:15]=[CH:16][CH:17]=3)[NH:12][N:11]=2)[C:3]=1[OH:19].[CH3:20][N:21]1[CH:25]=[CH:24][CH:23]=[C:22]1[C:26](Cl)=O.C(=O)([O-])O.[Na+].